Dataset: Catalyst prediction with 721,799 reactions and 888 catalyst types from USPTO. Task: Predict which catalyst facilitates the given reaction. (1) Reactant: [NH2:1][C:2]1[C:3]([OH:12])=[CH:4][C:5]2[C:10]([CH:11]=1)=[CH:9][CH:8]=[CH:7][CH:6]=2.C(=O)([O-])[O-].[Na+].[Na+].[C:19](Cl)(=[O:21])[CH3:20].Cl. Product: [OH:12][C:3]1[C:2]([NH:1][C:19](=[O:21])[CH3:20])=[CH:11][C:10]2[C:5]([CH:4]=1)=[CH:6][CH:7]=[CH:8][CH:9]=2. The catalyst class is: 21. (2) Reactant: C1CN([P+](ON2N=[N:25][C:20]3[CH:21]=[CH:22][CH:23]=[CH:24][C:19]2=3)(N2CCCC2)N2CCCC2)CC1.F[P-](F)(F)(F)(F)F.[NH2:34][C:35]1[CH:36]=[CH:37][C:38]([F:61])=[C:39]([C@:41]23[CH2:49][C@@H:48]([O:50][CH2:51][CH3:52])[CH2:47][C@H:46]2[CH2:45][S:44][C:43]([NH:53][C:54](=[O:60])[O:55][C:56]([CH3:59])([CH3:58])[CH3:57])=[N:42]3)[CH:40]=1.C([N:65]([CH2:69]C)C(C)C)(C)C.C(=O)(O)[O-:72].[Na+]. Product: [C:69]([C:21]1[CH:22]=[CH:23][C:24]([C:19]([NH:34][C:35]2[CH:36]=[CH:37][C:38]([F:61])=[C:39]([C@:41]34[CH2:49][C@@H:48]([O:50][CH2:51][CH3:52])[CH2:47][C@H:46]3[CH2:45][S:44][C:43]([NH:53][C:54](=[O:60])[O:55][C:56]([CH3:57])([CH3:59])[CH3:58])=[N:42]4)[CH:40]=2)=[O:72])=[N:25][CH:20]=1)#[N:65]. The catalyst class is: 4.